Dataset: Forward reaction prediction with 1.9M reactions from USPTO patents (1976-2016). Task: Predict the product of the given reaction. (1) Given the reactants [Cl:1][C:2]1[CH:7]=[C:6]([CH:8]([C:10]2[CH:15]=[C:14]([F:16])[CH:13]=[CH:12][C:11]=2[F:17])O)[C:5]([Cl:18])=[CH:4][N:3]=1.CN(C)C=O.[Cl:24][C:25]1[CH:30]=[CH:29][C:28]([SH:31])=[CH:27][CH:26]=1.C(=O)([O-])[O-].[K+].[K+], predict the reaction product. The product is: [Cl:1][C:2]1[CH:7]=[C:6]([CH:8]([S:31][C:28]2[CH:29]=[CH:30][C:25]([Cl:24])=[CH:26][CH:27]=2)[C:10]2[CH:15]=[C:14]([F:16])[CH:13]=[CH:12][C:11]=2[F:17])[C:5]([Cl:18])=[CH:4][N:3]=1. (2) Given the reactants [Br:1][C:2]1[CH:3]=[C:4]([CH:19]=[CH:20][C:21]=1F)[C:5]([NH:7][C:8]1[CH:13]=[CH:12][C:11]([O:14][C:15]([F:18])([F:17])[F:16])=[CH:10][CH:9]=1)=[O:6].Cl.[CH3:24][C:25]1([OH:30])[CH2:29][CH2:28][NH:27][CH2:26]1, predict the reaction product. The product is: [Br:1][C:2]1[CH:3]=[C:4]([CH:19]=[CH:20][C:21]=1[N:27]1[CH2:28][CH2:29][C:25]([OH:30])([CH3:24])[CH2:26]1)[C:5]([NH:7][C:8]1[CH:13]=[CH:12][C:11]([O:14][C:15]([F:18])([F:17])[F:16])=[CH:10][CH:9]=1)=[O:6]. (3) Given the reactants [F:1][C:2]1[C:10]([O:11][CH3:12])=[CH:9][CH:8]=[CH:7][C:3]=1C(O)=O.C([N:16]([CH:19](C)C)CC)(C)C.C1(C)C=CC=CC=1.C1(P(N=[N+]=[N-])(C2C=CC=CC=2)=[O:36])C=CC=CC=1.[C:46]([OH:50])([CH3:49])([CH3:48])[CH3:47], predict the reaction product. The product is: [F:1][C:2]1[C:10]([O:11][CH3:12])=[CH:9][CH:8]=[CH:7][C:3]=1[NH:16][C:19](=[O:36])[O:50][C:46]([CH3:49])([CH3:48])[CH3:47]. (4) Given the reactants [N+:1]([C:4]1[CH:13]=[CH:12][CH:11]=[C:10]2[C:5]=1[CH:6]=[CH:7][N:8]=[C:9]2[N:14]1[CH2:19][CH2:18][CH2:17][CH2:16][CH2:15]1)([O-])=O, predict the reaction product. The product is: [N:14]1([C:9]2[C:10]3[CH:11]=[CH:12][CH:13]=[C:4]([NH2:1])[C:5]=3[CH:6]=[CH:7][N:8]=2)[CH2:15][CH2:16][CH2:17][CH2:18][CH2:19]1. (5) Given the reactants [C:1]([CH2:3][C:4]1([N:18]2[CH:22]=[C:21]([C:23]3[C:24]4[CH:31]=[CH:30][N:29](COCC[Si](C)(C)C)[C:25]=4[N:26]=[CH:27][N:28]=3)[CH:20]=[N:19]2)[CH2:7][N:6]([C:8]2[CH:16]=[CH:15][C:11]([C:12](O)=[O:13])=[C:10]([F:17])[CH:9]=2)[CH2:5]1)#[N:2].C(N(CC)C(C)C)(C)C.F[P-](F)(F)(F)(F)F.C[N+](C)=C(N(C)C)ON1C2N=CC=CC=2N=N1.[F:73][C:74]([F:79])([F:78])[C@@H:75]([NH2:77])[CH3:76].FC(F)(F)C(O)=O, predict the reaction product. The product is: [C:1]([CH2:3][C:4]1([N:18]2[CH:22]=[C:21]([C:23]3[C:24]4[CH:31]=[CH:30][NH:29][C:25]=4[N:26]=[CH:27][N:28]=3)[CH:20]=[N:19]2)[CH2:7][N:6]([C:8]2[CH:16]=[CH:15][C:11]([C:12]([NH:77][C@@H:75]([CH3:76])[C:74]([F:79])([F:78])[F:73])=[O:13])=[C:10]([F:17])[CH:9]=2)[CH2:5]1)#[N:2]. (6) Given the reactants [C:1]([O:5][C:6](=[O:26])[NH:7][C@H:8]([C:18]([N:20]1[CH2:24][CH2:23][C@H:22]([F:25])[CH2:21]1)=[O:19])[C@H:9]([C:11]1[CH:16]=[CH:15][C:14]([OH:17])=[CH:13][CH:12]=1)[CH3:10])([CH3:4])([CH3:3])[CH3:2].[H][H], predict the reaction product. The product is: [C:1]([O:5][C:6](=[O:26])[NH:7][C@H:8]([C:18]([N:20]1[CH2:24][CH2:23][C@H:22]([F:25])[CH2:21]1)=[O:19])[C@H:9]([CH:11]1[CH2:16][CH2:15][CH:14]([OH:17])[CH2:13][CH2:12]1)[CH3:10])([CH3:2])([CH3:3])[CH3:4].